This data is from Reaction yield outcomes from USPTO patents with 853,638 reactions. The task is: Predict the reaction yield, written as a fraction of the theoretical maximum amount of product (1.0 means a 100% yield; for example, 0.34 means a 34% yield). The reactants are [F:1][C:2]1[CH:7]=[C:6]([CH3:8])[C:5]([N+:9]([O-:11])=[O:10])=[CH:4][C:3]=1[N+:12]([O-:14])=[O:13].CO[CH:17]([N:20]([CH3:22])[CH3:21])OC.CN(C=O)C. The catalyst is O. The product is [F:1][C:2]1[C:3]([N+:12]([O-:14])=[O:13])=[CH:4][C:5]([N+:9]([O-:11])=[O:10])=[C:6]([CH:8]=[CH:17][N:20]([CH3:22])[CH3:21])[CH:7]=1. The yield is 0.630.